From a dataset of Full USPTO retrosynthesis dataset with 1.9M reactions from patents (1976-2016). Predict the reactants needed to synthesize the given product. (1) Given the product [Br:42][C:7]1[N:8]=[C:9]([C:13]([CH:15]2[CH2:20][CH2:19][N:18]([CH3:21])[CH2:17][CH2:16]2)=[O:14])[CH:10]=[CH:11][CH:12]=1, predict the reactants needed to synthesize it. The reactants are: FC1C=C(F)C=C(F)C=1C(N[C:7]1[CH:12]=[CH:11][CH:10]=[C:9]([C:13]([CH:15]2[CH2:20][CH2:19][N:18]([CH3:21])[CH2:17][CH2:16]2)=[O:14])[N:8]=1)=O.C(N(CC)C(C1CCN(C)CC1)=O)C.[Br:42]C1C=CC=C(Br)N=1.Br. (2) Given the product [Cl:17][C:18]1[CH:23]=[CH:22][C:21]([C:24]2[N:25]([CH2:30][C@H:31]([OH:36])[C:32]([F:34])([F:35])[F:33])[C:26](=[O:29])[N:27]([CH2:2][C:3]3[CH:8]=[C:7]([C:9]4[CH:14]=[CH:13][CH:12]=[C:11]([Cl:15])[C:10]=4[Cl:16])[N:6]=[CH:5][N:4]=3)[N:28]=2)=[CH:20][CH:19]=1, predict the reactants needed to synthesize it. The reactants are: Br[CH2:2][C:3]1[CH:8]=[C:7]([C:9]2[CH:14]=[CH:13][CH:12]=[C:11]([Cl:15])[C:10]=2[Cl:16])[N:6]=[CH:5][N:4]=1.[Cl:17][C:18]1[CH:23]=[CH:22][C:21]([C:24]2[N:25]([CH2:30][C@H:31]([OH:36])[C:32]([F:35])([F:34])[F:33])[C:26](=[O:29])[NH:27][N:28]=2)=[CH:20][CH:19]=1. (3) Given the product [O:1]=[C:2]1[N:7]2[CH2:8][CH:9]=[N:10][C:6]2=[N:5][C:4]([CH2:11][CH2:12][N:13]2[C:21]3[C:16](=[CH:17][C:18]([C:22]([NH:34][CH2:35][C@H:36]([NH:37][S:27]([C:16]4[CH:21]=[CH:20][CH:19]=[CH:18][CH:17]=4)(=[O:31])=[O:28])[C:38]([OH:41])=[O:40])=[O:23])=[CH:19][CH:20]=3)[CH:15]=[N:14]2)=[CH:3]1, predict the reactants needed to synthesize it. The reactants are: [O:1]=[C:2]1[N:7]2[CH2:8][CH:9]=[N:10][C:6]2=[N:5][C:4]([CH2:11][CH2:12][N:13]2[C:21]3[C:16](=[CH:17][C:18]([C:22](OCC)=[O:23])=[CH:19][CH:20]=3)[CH:15]=[N:14]2)=[CH:3]1.[S:27]([OH:31])(O)(=O)=[O:28].NC1[NH:34][CH:35]=[CH:36][N:37]=1.[C:38]([O-:41])(=[O:40])C.[NH4+]. (4) Given the product [O:11]=[C:10]([N:12]1[CH2:17][CH2:16][CH2:41][CH2:14][CH2:13]1)[CH2:9][C:8]([CH3:28])([S:18]([CH2:21][C:22]1[CH:27]=[CH:26][CH:25]=[CH:24][CH:23]=1)(=[O:19])=[O:20])[C:7]([NH:6][CH:3]([C:2]([C:30]1[O:31][C:32]([C:35]2[CH:40]=[CH:39][N:38]=[CH:37][CH:36]=2)=[N:33][N:34]=1)=[O:1])[CH2:4][CH3:5])=[O:29], predict the reactants needed to synthesize it. The reactants are: [OH:1][CH:2]([C:30]1[O:31][C:32]([C:35]2[CH:40]=[CH:39][N:38]=[CH:37][CH:36]=2)=[N:33][N:34]=1)[CH:3]([NH:6][C:7](=[O:29])[C:8]([CH3:28])([S:18]([CH2:21][C:22]1[CH:27]=[CH:26][CH:25]=[CH:24][CH:23]=1)(=[O:20])=[O:19])[CH2:9][C:10]([N:12]1[CH2:17][CH2:16]O[CH2:14][CH2:13]1)=[O:11])[CH2:4][CH3:5].[CH3:41]C(OI1(OC(C)=O)(OC(C)=O)OC(=O)C2C=CC=CC1=2)=O.[O-]S([O-])(=S)=O.[Na+].[Na+].C([O-])(O)=O.[Na+]. (5) Given the product [C:14]1([C:29]2[CH:34]=[CH:33][CH:32]=[CH:31][CH:30]=2)[CH:9]=[CH:10][CH:11]=[C:12]([S:15][C:17]2[CH:18]=[C:19]([O:27][CH3:28])[C:20]([O:25][CH3:26])=[C:21]([O:23][CH3:24])[CH:22]=2)[CH:13]=1, predict the reactants needed to synthesize it. The reactants are: CC(C)([O-])C.[Na+].CO[C:9]1[CH:14]=[CH:13][C:12]([SH:15])=[CH:11][CH:10]=1.I[C:17]1[CH:18]=[C:19]([O:27][CH3:28])[C:20]([O:25][CH3:26])=[C:21]([O:23][CH3:24])[CH:22]=1.[C:29]1(C)[CH:34]=[CH:33][CH:32]=[CH:31][CH:30]=1. (6) Given the product [NH2:18][C:13]1[CH:14]=[C:15]2[C:10](=[CH:11][CH:12]=1)[C:9]1[CH:8]=[CH:7][CH:6]=[CH:5][C:4]=1[N:3]([CH2:1][CH3:2])[C:16]2=[O:17], predict the reactants needed to synthesize it. The reactants are: [CH2:1]([N:3]1[C:16](=[O:17])[C:15]2[C:10](=[CH:11][CH:12]=[C:13]([N+:18]([O-])=O)[CH:14]=2)[C:9]2[CH:8]=[CH:7][CH:6]=[CH:5][C:4]1=2)[CH3:2]. (7) Given the product [C:4]([C@H:8]1[CH2:13][CH2:12][C@H:11]([O:14][C:15]2[CH:24]=[C:23]3[C:18]([CH:19]=[C:20]([CH:25]=[O:2])[N:21]=[CH:22]3)=[CH:17][CH:16]=2)[CH2:10][CH2:9]1)([CH3:7])([CH3:6])[CH3:5], predict the reactants needed to synthesize it. The reactants are: [Se](=O)=[O:2].[C:4]([C@H:8]1[CH2:13][CH2:12][C@H:11]([O:14][C:15]2[CH:24]=[C:23]3[C:18]([CH:19]=[C:20]([CH3:25])[N:21]=[CH:22]3)=[CH:17][CH:16]=2)[CH2:10][CH2:9]1)([CH3:7])([CH3:6])[CH3:5]. (8) Given the product [CH2:38]([O:41][C:36]([NH:35][C@H:11]1[CH2:12][CH2:13][N:18]([C@H:19]2[CH2:28][CH2:27][C:22]3([O:23][CH2:24][CH2:25][O:26]3)[CH2:21][C@H:20]2[C:29]([O:31][CH2:32][CH3:33])=[O:30])[C:17]1=[O:34])=[O:37])[C:19]1[CH:28]=[CH:27][CH:22]=[CH:21][CH:20]=1, predict the reactants needed to synthesize it. The reactants are: [SH3+].[I-].C(O[C@:11]([N:35]=[C:36]=[O:37])([C:17](=[O:34])[NH:18][C@H:19]1[CH2:28][CH2:27][C:22]2([O:26][CH2:25][CH2:24][O:23]2)[CH2:21][C@H:20]1[C:29]([O:31][CH2:32][CH3:33])=[O:30])[CH2:12][CH2:13][S+](C)C)C1C=CC=CC=1.[C:38](=[O:41])([O-])[O-].[Cs+].[Cs+].CS(C)=O. (9) Given the product [N:28]1([CH2:37][C:38]([O:10][C@H:9]([C:11]2[CH:16]=[CH:15][C:14]([O:17][CH:18]([F:20])[F:19])=[C:13]([O:21][CH2:22][CH:23]3[CH2:25][CH2:24]3)[CH:12]=2)[CH2:8][C:7]2[C:6]([Cl:26])=[CH:5][N+:4]([O-:27])=[CH:3][C:2]=2[Cl:1])=[O:39])[C:36]2[C:31](=[CH:32][CH:33]=[CH:34][CH:35]=2)[CH:30]=[CH:29]1, predict the reactants needed to synthesize it. The reactants are: [Cl:1][C:2]1[CH:3]=[N+:4]([O-:27])[CH:5]=[C:6]([Cl:26])[C:7]=1[CH2:8][C@@H:9]([C:11]1[CH:16]=[CH:15][C:14]([O:17][CH:18]([F:20])[F:19])=[C:13]([O:21][CH2:22][CH:23]2[CH2:25][CH2:24]2)[CH:12]=1)[OH:10].[N:28]1([CH2:37][C:38](O)=[O:39])[C:36]2[C:31](=[CH:32][CH:33]=[CH:34][CH:35]=2)[CH:30]=[CH:29]1.C(Cl)CCl. (10) The reactants are: Cl.[CH3:2][O:3][C:4]([C@@H:6]1[CH2:10][CH2:9][CH2:8][C@@H:7]1[NH2:11])=[O:5].[F:12][C:13]([F:23])([F:22])[C:14]1[CH:21]=[CH:20][C:17]([CH:18]=O)=[CH:16][CH:15]=1.C([BH3-])#N.[Na+].C(=O)(O)[O-].[Na+]. Given the product [CH3:2][O:3][C:4]([C@@H:6]1[CH2:10][CH2:9][CH2:8][C@@H:7]1[NH:11][CH2:18][C:17]1[CH:16]=[CH:15][C:14]([C:13]([F:12])([F:22])[F:23])=[CH:21][CH:20]=1)=[O:5], predict the reactants needed to synthesize it.